This data is from Forward reaction prediction with 1.9M reactions from USPTO patents (1976-2016). The task is: Predict the product of the given reaction. (1) Given the reactants [CH3:1][O:2][C:3](=[O:18])[CH:4]([NH:10][C:11]([O:13][C:14]([CH3:17])([CH3:16])[CH3:15])=[O:12])[CH2:5][CH2:6][C:7](O)=[O:8].ClC(OCC)=O.C(N(CC)CC)C.[BH4-].[Na+], predict the reaction product. The product is: [CH3:1][O:2][C:3](=[O:18])[CH:4]([NH:10][C:11]([O:13][C:14]([CH3:16])([CH3:15])[CH3:17])=[O:12])[CH2:5][CH2:6][CH2:7][OH:8]. (2) Given the reactants [OH:1][C:2]([CH3:34])([CH3:33])[CH2:3][C@@:4]1([C:27]2[CH:32]=[CH:31][CH:30]=[CH:29][CH:28]=2)[O:9][C:8](=[O:10])[N:7]([C@H:11]([C:13]2[CH:18]=[CH:17][C:16]([C:19]3[CH:24]=[CH:23][N:22]=[C:21]([O:25]C)[CH:20]=3)=[CH:15][CH:14]=2)[CH3:12])[CH2:6][CH2:5]1.[C:35](=O)([O-])[O-].[K+].[K+].IC.Cl, predict the reaction product. The product is: [OH:1][C:2]([CH3:34])([CH3:33])[CH2:3][C@@:4]1([C:27]2[CH:28]=[CH:29][CH:30]=[CH:31][CH:32]=2)[O:9][C:8](=[O:10])[N:7]([C@H:11]([C:13]2[CH:14]=[CH:15][C:16]([C:19]3[CH:24]=[CH:23][N:22]([CH3:35])[C:21](=[O:25])[CH:20]=3)=[CH:17][CH:18]=2)[CH3:12])[CH2:6][CH2:5]1.